Dataset: Full USPTO retrosynthesis dataset with 1.9M reactions from patents (1976-2016). Task: Predict the reactants needed to synthesize the given product. (1) Given the product [N+:10]([C:9]1[CH:8]=[CH:7][C:4]([C:5]#[N:6])=[CH:3][C:2]=1[NH:19][C:13]1[CH:18]=[CH:17][CH:16]=[CH:15][CH:14]=1)([O-:12])=[O:11], predict the reactants needed to synthesize it. The reactants are: F[C:2]1[CH:3]=[C:4]([CH:7]=[CH:8][C:9]=1[N+:10]([O-:12])=[O:11])[C:5]#[N:6].[C:13]1([NH2:19])[CH:18]=[CH:17][CH:16]=[CH:15][CH:14]=1. (2) The reactants are: Br[C:2]1([F:20])[CH:19]=[CH:18][C:5]([C:6]([NH:8][CH:9]2[CH2:17][C:16]3[C:11](=[CH:12][CH:13]=[CH:14][CH:15]=3)[CH2:10]2)=[O:7])=[CH:4][CH2:3]1.[F:21][C:22]1[CH:29]=[CH:28][C:25]([CH:26]=[CH2:27])=[CH:24][CH:23]=1.Cl. Given the product [F:20][C:2]1[CH:19]=[CH:18][C:5]([C:6]([NH:8][CH:9]2[CH2:17][C:16]3[C:11](=[CH:12][CH:13]=[CH:14][C:15]=3[CH:27]=[CH:26][C:25]3[CH:28]=[CH:29][C:22]([F:21])=[CH:23][CH:24]=3)[CH2:10]2)=[O:7])=[CH:4][CH:3]=1, predict the reactants needed to synthesize it. (3) Given the product [CH3:1][O:2][C:3]1[CH:4]=[C:5]2[C:10](=[CH:11][C:12]=1[O:13][CH3:14])[N:9]=[C:8]([CH:15]1[CH2:20][CH2:19][N:18]([CH3:36])[CH2:17][CH2:16]1)[N:7]=[C:6]2[N:21]1[CH2:26][CH2:25][N:24]([C:27]2[CH:32]=[CH:31][CH:30]=[CH:29][C:28]=2[O:33][CH3:34])[CH2:23][CH2:22]1, predict the reactants needed to synthesize it. The reactants are: [CH3:1][O:2][C:3]1[CH:4]=[C:5]2[C:10](=[CH:11][C:12]=1[O:13][CH3:14])[N:9]=[C:8]([CH:15]1[CH2:20][CH2:19][NH:18][CH2:17][CH2:16]1)[N:7]=[C:6]2[N:21]1[CH2:26][CH2:25][N:24]([C:27]2[CH:32]=[CH:31][CH:30]=[CH:29][C:28]=2[O:33][CH3:34])[CH2:23][CH2:22]1.[BH3-][C:36]#N.[Na+].C=O. (4) Given the product [NH2:12][C:13]1[C:14]([N+:31]([O-:33])=[O:32])=[CH:15][C:16]([CH:20]2[CH2:24][CH2:23][CH2:22][N:21]2[C:44]([O:46][C:47]([CH3:48])([CH3:49])[CH3:50])=[O:45])=[C:17]([F:19])[CH:18]=1, predict the reactants needed to synthesize it. The reactants are: [OH-].[Na+].O1CCCC1.FC(F)(F)C([NH:12][C:13]1[CH:18]=[C:17]([F:19])[C:16]([CH:20]2[CH2:24][CH2:23][CH2:22][N:21]2C(=O)C(F)(F)F)=[CH:15][C:14]=1[N+:31]([O-:33])=[O:32])=O.[C:44](O[C:44]([O:46][C:47]([CH3:50])([CH3:49])[CH3:48])=[O:45])([O:46][C:47]([CH3:50])([CH3:49])[CH3:48])=[O:45]. (5) Given the product [C:1]([O:5][C:6](=[O:30])[CH2:7][O:8][C:9]1[CH:14]=[CH:13][C:12]([Cl:15])=[CH:11][C:10]=1[C:16]#[C:17][C:18]1[CH:23]=[CH:22][C:21]2[CH2:28][CH2:27][S:24](=[O:25])(=[O:26])[C:20]=2[CH:19]=1)([CH3:3])([CH3:2])[CH3:4], predict the reactants needed to synthesize it. The reactants are: [C:1]([O:5][C:6](=[O:30])[CH2:7][O:8][C:9]1[CH:14]=[CH:13][C:12]([Cl:15])=[CH:11][C:10]=1[C:16]#[C:17][C:18]1[CH:23]=[CH:22][CH:21]=[C:20]([S:24]([CH2:27][CH2:28]C)(=[O:26])=[O:25])[CH:19]=1)([CH3:4])([CH3:3])[CH3:2].C(OC(=O)COC1C=CC(Cl)=CC=1C#C)(C)(C)C.IC1C=CC2CCS(=O)(=O)C=2C=1.